From a dataset of Full USPTO retrosynthesis dataset with 1.9M reactions from patents (1976-2016). Predict the reactants needed to synthesize the given product. (1) Given the product [C:21]([NH:25][S:26]([C:29]1[CH:30]=[CH:31][CH:32]=[C:33]([C:18]2[N:17]=[CH:16][N:15]([C:10]3[CH:11]=[C:12]([CH3:14])[CH:13]=[C:8]([C:5]4[CH:6]=[CH:7][C:2]([Cl:1])=[CH:3][CH:4]=4)[N:9]=3)[CH:19]=2)[CH:34]=1)(=[O:28])=[O:27])([CH3:24])([CH3:22])[CH3:23], predict the reactants needed to synthesize it. The reactants are: [Cl:1][C:2]1[CH:7]=[CH:6][C:5]([C:8]2[CH:13]=[C:12]([CH3:14])[CH:11]=[C:10]([N:15]3[CH:19]=[C:18](I)[N:17]=[CH:16]3)[N:9]=2)=[CH:4][CH:3]=1.[C:21]([NH:25][S:26]([C:29]1[CH:30]=[C:31](B(O)O)[CH:32]=[CH:33][CH:34]=1)(=[O:28])=[O:27])([CH3:24])([CH3:23])[CH3:22]. (2) Given the product [N:24]1[C:16]([C:15]2[C:10]([NH:9][C:8]3[C:3]([F:2])=[C:4]([NH:32][S:33]([C:36]4[CH:40]=[C:39]([CH3:41])[O:38][C:37]=4[C:42]([F:45])([F:44])[F:43])(=[O:35])=[O:34])[CH:5]=[CH:6][C:7]=3[F:31])=[N:11][CH:12]=[CH:13][CH:14]=2)=[C:17]2[C:21]([NH:20][CH:19]=[N:18]2)=[N:22][CH:23]=1, predict the reactants needed to synthesize it. The reactants are: Cl.[F:2][C:3]1[C:8]([NH:9][C:10]2[C:15]([C:16]3[N:24]=[CH:23][N:22]=[C:21]4[C:17]=3[N:18]=[CH:19][N:20]4C3CCCCO3)=[CH:14][CH:13]=[CH:12][N:11]=2)=[C:7]([F:31])[CH:6]=[CH:5][C:4]=1[NH:32][S:33]([C:36]1[CH:40]=[C:39]([CH3:41])[O:38][C:37]=1[C:42]([F:45])([F:44])[F:43])(=[O:35])=[O:34].